From a dataset of Reaction yield outcomes from USPTO patents with 853,638 reactions. Predict the reaction yield, written as a fraction of the theoretical maximum amount of product (1.0 means a 100% yield; for example, 0.34 means a 34% yield). (1) The reactants are Br[C:2]1[CH:3]=[C:4]([C:17]2[O:18][C:19]3[CH:25]=[CH:24][CH:23]=[CH:22][C:20]=3[N:21]=2)[CH:5]=[C:6]([C:8]2[O:9][C:10]3[CH:16]=[CH:15][CH:14]=[CH:13][C:11]=3[N:12]=2)[CH:7]=1.[B:26]1([B:26]2[O:30][C:29]([CH3:32])([CH3:31])[C:28]([CH3:34])([CH3:33])[O:27]2)[O:30][C:29]([CH3:32])([CH3:31])[C:28]([CH3:34])([CH3:33])[O:27]1.C([O-])(=O)C.[K+]. The catalyst is C1C=CC(P(C2C=CC=CC=2)[C-]2C=CC=C2)=CC=1.C1C=CC(P(C2C=CC=CC=2)[C-]2C=CC=C2)=CC=1.Cl[Pd]Cl.[Fe+2].O1CCOCC1. The product is [CH3:33][C:28]1([CH3:34])[C:29]([CH3:32])([CH3:31])[O:30][B:26]([C:2]2[CH:3]=[C:4]([C:17]3[O:18][C:19]4[CH:25]=[CH:24][CH:23]=[CH:22][C:20]=4[N:21]=3)[CH:5]=[C:6]([C:8]3[O:9][C:10]4[CH:16]=[CH:15][CH:14]=[CH:13][C:11]=4[N:12]=3)[CH:7]=2)[O:27]1. The yield is 0.910. (2) The reactants are C(N1C(C2SC3CCOC4C=C(C5CN([CH2:27][CH2:28][O:29][CH:30]6[CH2:35][CH2:34][CH2:33][CH2:32][O:31]6)C5)C=CC=4C=3N=2)=NC=N1)(C)C.[NH:36]1[CH2:39][CH:38]([C:40]2[CH:41]=[CH:42][C:43]3[O:52][CH2:51][CH2:50][C:49]4[S:48][C:47]([C:53]5[N:54]([CH:58]([CH3:60])[CH3:59])[N:55]=[CH:56][N:57]=5)=[N:46][C:45]=4[C:44]=3[CH:61]=2)[CH2:37]1.[I-].[K+]. No catalyst specified. The product is [CH:58]([N:54]1[C:53]([C:47]2[S:48][C:49]3[CH2:50][CH2:51][O:52][C:43]4[CH:42]=[CH:41][C:40]([CH:38]5[CH2:39][N:36]([CH2:27][CH2:28][O:29][CH:30]6[CH2:35][CH2:34][CH2:33][CH2:32][O:31]6)[CH2:37]5)=[CH:61][C:44]=4[C:45]=3[N:46]=2)=[N:57][CH:56]=[N:55]1)([CH3:59])[CH3:60]. The yield is 0.450. (3) The reactants are CC1(C)COB([C:8]2[CH:13]=[CH:12][C:11]([CH:14]3[CH2:18][CH2:17][N:16]([C:19]([O:21][CH3:22])=[O:20])[CH2:15]3)=[CH:10][CH:9]=2)OC1.Br[C:25]1[CH:26]=[C:27]2[C:31](=[CH:32][C:33]=1[Cl:34])[NH:30][CH:29]=[C:28]2[CH:35]=[O:36].C(=O)([O-])[O-].[K+].[K+]. The catalyst is C1(C)C=CC=CC=1.CCO.C1C=CC(P(C2C=CC=CC=2)[C-]2C=CC=C2)=CC=1.C1C=CC(P(C2C=CC=CC=2)[C-]2C=CC=C2)=CC=1.Cl[Pd]Cl.[Fe+2]. The product is [Cl:34][C:33]1[CH:32]=[C:31]2[C:27]([C:28]([CH:35]=[O:36])=[CH:29][NH:30]2)=[CH:26][C:25]=1[C:8]1[CH:9]=[CH:10][C:11]([CH:14]2[CH2:18][CH2:17][N:16]([C:19]([O:21][CH3:22])=[O:20])[CH2:15]2)=[CH:12][CH:13]=1. The yield is 0.680. (4) The reactants are [F:1][C:2]1[CH:3]=[C:4]([NH:8][C:9](=[O:17])[C:10]2[CH:15]=[CH:14][CH:13]=[CH:12][C:11]=2[NH2:16])[CH:5]=[CH:6][CH:7]=1.[N:18]1[CH:23]=[CH:22][C:21]([N:24]2[CH2:32][CH2:31][CH:27]([C:28]([Cl:30])=[O:29])[CH2:26][CH2:25]2)=[CH:20][CH:19]=1. No catalyst specified. The product is [ClH:30].[N:18]1[CH:23]=[CH:22][C:21]([N:24]2[CH2:25][CH2:26][CH:27]([C:28]([NH:16][C:11]3[CH:12]=[CH:13][CH:14]=[CH:15][C:10]=3[C:9]([NH:8][C:4]3[CH:5]=[CH:6][CH:7]=[C:2]([F:1])[CH:3]=3)=[O:17])=[O:29])[CH2:31][CH2:32]2)=[CH:20][CH:19]=1. The yield is 0.680. (5) The reactants are [F:1][C:2]1[CH:7]=[C:6](F)[CH:5]=[C:4]([CH3:9])[C:3]=1[C:10]1[O:11][CH2:12][C:13]([CH3:16])([CH3:15])[N:14]=1.[C:17](#[N:21])[CH:18]([CH3:20])[CH3:19].C(#N)C.C(=O)=O.C[Si]([N-][Si](C)(C)C)(C)C.[K+]. The catalyst is O1CCCC1. The product is [CH3:15][C:13]1([CH3:16])[CH2:12][O:11][C:10]([C:3]2[C:4]([CH3:9])=[CH:5][C:6]([C:18]([CH3:20])([CH3:19])[C:17]#[N:21])=[CH:7][C:2]=2[F:1])=[N:14]1. The yield is 0.750. (6) The reactants are [O-]P([O-])([O-])=O.[K+].[K+].[K+].[CH2:9]([NH2:16])[C:10]1[CH:15]=[CH:14][CH:13]=[CH:12][CH:11]=1.I[C:18]1[CH:23]=[CH:22][CH:21]=[CH:20][CH:19]=1.C(O)CO. The catalyst is [Cu]I.CCCCCC.C(OCC)(=O)C.CC(O)C. The product is [C:18]1([NH:16][CH2:9][C:10]2[CH:15]=[CH:14][CH:13]=[CH:12][CH:11]=2)[CH:23]=[CH:22][CH:21]=[CH:20][CH:19]=1. The yield is 0.910.